This data is from Forward reaction prediction with 1.9M reactions from USPTO patents (1976-2016). The task is: Predict the product of the given reaction. Given the reactants [CH3:1][N:2]([CH3:36])[C@H:3]1[CH2:7][CH2:6][N:5]([C:8]2[C:13]([N+:14]([O-])=O)=[CH:12][C:11]([NH:17][C:18]3[N:23]=[C:22]([C:24]4[C:32]5[C:27](=[CH:28][CH:29]=[CH:30][CH:31]=5)[N:26]([CH3:33])[CH:25]=4)[CH:21]=[CH:20][N:19]=3)=[C:10]([O:34][CH3:35])[CH:9]=2)[CH2:4]1.[NH4+].[Cl-].C(O)C, predict the reaction product. The product is: [CH3:36][N:2]([CH3:1])[C@H:3]1[CH2:7][CH2:6][N:5]([C:8]2[CH:9]=[C:10]([O:34][CH3:35])[C:11]([NH:17][C:18]3[N:23]=[C:22]([C:24]4[C:32]5[C:27](=[CH:28][CH:29]=[CH:30][CH:31]=5)[N:26]([CH3:33])[CH:25]=4)[CH:21]=[CH:20][N:19]=3)=[CH:12][C:13]=2[NH2:14])[CH2:4]1.